This data is from Full USPTO retrosynthesis dataset with 1.9M reactions from patents (1976-2016). The task is: Predict the reactants needed to synthesize the given product. (1) Given the product [N+:25]([C:28]1[CH:29]=[C:30]([NH:31][C:2]2[N:7]=[C:6]([C:14]3[CH:15]=[C:10]([OH:9])[CH:11]=[CH:12][CH:13]=3)[CH:5]=[CH:4][N:3]=2)[CH:32]=[CH:33][CH:34]=1)([O-:27])=[O:26], predict the reactants needed to synthesize it. The reactants are: Cl[C:2]1[N:7]=[C:6](Cl)[CH:5]=[CH:4][N:3]=1.[OH:9][C:10]1[CH:11]=[C:12](B(O)O)[CH:13]=[CH:14][CH:15]=1.C(=O)([O-])[O-].[Cs+].[Cs+].[N+:25]([C:28]1[CH:29]=[C:30]([CH:32]=[CH:33][CH:34]=1)[NH2:31])([O-:27])=[O:26].O.C1(C)C=CC(S(O)(=O)=O)=CC=1. (2) Given the product [F:1][C:2]1[CH:3]=[CH:4][C:5]2[C:6]3[C:11]([CH:12]([CH3:26])[N:13]([C:16]([C:17]4[CH:18]=[C:19]([OH:23])[CH:20]=[CH:21][CH:22]=4)=[O:25])[C:14]=2[CH:15]=1)=[CH:10][CH:9]=[CH:8][CH:7]=3, predict the reactants needed to synthesize it. The reactants are: [F:1][C:2]1[CH:3]=[CH:4][C:5]2[C:6]3[C:11]([CH:12]([CH3:26])[N:13]([C:16](=[O:25])[C:17]4[CH:22]=[CH:21][CH:20]=[C:19]([O:23]C)[CH:18]=4)[C:14]=2[CH:15]=1)=[CH:10][CH:9]=[CH:8][CH:7]=3.FC1C=C(F)C=CC=1C1C=CC=CC=1C(NC(=O)C1C=CC=C(OC)C=1)C. (3) Given the product [CH:38]12[N:44]([CH2:45][CH2:46][O:37][C:36]3[CH:35]=[CH:34][C:4]([CH2:5][CH2:7][NH:8][C:9]4[CH:14]=[C:13]([O:15][CH3:16])[CH:12]=[CH:11][C:10]=4[CH:17]4[CH2:26][CH2:25][C:24]5[CH:23]=[C:22]([OH:27])[CH:21]=[CH:20][C:19]=5[CH2:18]4)=[CH:3][C:2]=3[F:1])[CH:41]([CH2:42][CH2:43]1)[CH2:40][CH2:39]2, predict the reactants needed to synthesize it. The reactants are: [F:1][C:2]1[CH:3]=[C:4]([CH:34]=[CH:35][C:36]=1[OH:37])[C:5]([CH2:7][NH:8][C:9]1[CH:14]=[C:13]([O:15][CH3:16])[CH:12]=[CH:11][C:10]=1[CH:17]1[CH2:26][CH2:25][C:24]2[CH:23]=[C:22]([O:27]C(=O)C(C)(C)C)[CH:21]=[CH:20][C:19]=2[CH2:18]1)=O.[CH:38]12[N:44]([C:45](=O)[CH2:46]Br)[CH:41]([CH2:42][CH2:43]1)[CH2:40][CH2:39]2. (4) The reactants are: Br[C:2]1[CH:3]=[CH:4][C:5]2[O:6][CH2:7][CH2:8][C:9]3[CH:15]=[CH:14][S:13][C:10]=3[C:11]=2[N:12]=1.[C:16]([NH:23][CH2:24][C:25]1[CH:30]=[CH:29][C:28](B(O)O)=[CH:27][CH:26]=1)([O:18][C:19]([CH3:22])([CH3:21])[CH3:20])=[O:17]. Given the product [N:12]1[C:11]2[C:10]3[S:13][C:14]([C:28]4[CH:29]=[CH:30][C:25]([CH2:24][NH:23][C:16](=[O:17])[O:18][C:19]([CH3:20])([CH3:21])[CH3:22])=[CH:26][CH:27]=4)=[CH:15][C:9]=3[CH2:8][CH2:7][O:6][C:5]=2[CH:4]=[CH:3][CH:2]=1, predict the reactants needed to synthesize it.